This data is from Forward reaction prediction with 1.9M reactions from USPTO patents (1976-2016). The task is: Predict the product of the given reaction. (1) Given the reactants [Cl:1][C:2]1[CH:3]=[C:4]2[C:8](=[CH:9][CH:10]=1)[C:7](=[O:11])[NH:6][C:5]2([CH3:13])[CH3:12].Br[C:15]1[CH:16]=[C:17]([CH:21]2[CH2:25][CH2:24][N:23]([C:26](=[O:28])[CH3:27])[CH2:22]2)[CH:18]=[N:19][CH:20]=1.[C@H]1(N)CCCC[C@@H]1N.C([O-])([O-])=O.[Cs+].[Cs+], predict the reaction product. The product is: [C:26]([N:23]1[CH2:24][CH2:25][CH:21]([C:17]2[CH:16]=[C:15]([N:6]3[C:5]([CH3:13])([CH3:12])[C:4]4[C:8](=[CH:9][CH:10]=[C:2]([Cl:1])[CH:3]=4)[C:7]3=[O:11])[CH:20]=[N:19][CH:18]=2)[CH2:22]1)(=[O:28])[CH3:27]. (2) Given the reactants [CH2:1]([C:4]1[CH:9]=[CH:8][C:7]([CH:10]2[CH2:13][NH:12][CH2:11]2)=CC=1)[CH2:2][CH3:3].[CH:14]([CH:16]1CN(C(OC(C)(C)C)=O)[CH2:17]1)=O.C(C1C=CC(B(O)O)=CC=1)CC, predict the reaction product. The product is: [CH2:14]([C:1]1[CH:2]=[CH:3][C:8]([CH2:7][CH:10]2[CH2:11][NH:12][CH2:13]2)=[CH:9][CH:4]=1)[CH2:16][CH3:17]. (3) Given the reactants [F:1][C:2]([F:18])([F:17])[C:3]1[CH:12]=[CH:11][C:10]2[CH2:9][CH:8]([C:13]([O:15]C)=[O:14])[CH2:7][CH2:6][C:5]=2[N:4]=1.[OH-].[Na+], predict the reaction product. The product is: [F:18][C:2]([F:1])([F:17])[C:3]1[CH:12]=[CH:11][C:10]2[CH2:9][CH:8]([C:13]([OH:15])=[O:14])[CH2:7][CH2:6][C:5]=2[N:4]=1. (4) Given the reactants [Cl:1][C:2]1[CH:18]=[CH:17][C:5]2[CH2:6][CH2:7][N:8]([C:11](=[O:16])[C:12]([F:15])([F:14])[F:13])[CH2:9][CH2:10][C:4]=2[C:3]=1OS(C(F)(F)F)(=O)=O.[S:27]1[CH:31]=[CH:30][C:29]([CH:32]([NH2:34])[CH3:33])=[CH:28]1, predict the reaction product. The product is: [Cl:1][C:2]1[CH:18]=[CH:17][C:5]2[CH2:6][CH2:7][N:8]([C:11](=[O:16])[C:12]([F:14])([F:13])[F:15])[CH2:9][CH2:10][C:4]=2[C:3]=1[NH:34][CH:32]([C:29]1[CH:30]=[CH:31][S:27][CH:28]=1)[CH3:33].